This data is from Full USPTO retrosynthesis dataset with 1.9M reactions from patents (1976-2016). The task is: Predict the reactants needed to synthesize the given product. (1) Given the product [F:20][C:21]1[CH:22]=[N:23][CH:24]=[CH:25][C:26]=1[C:27]([N:16]1[CH2:17][CH2:18][CH2:19][C@H:14]([C:12]2[O:11][N:10]=[C:9]([O:2][C:3]3[CH:4]=[CH:5][CH:6]=[CH:7][CH:8]=3)[N:13]=2)[CH2:15]1)=[O:28], predict the reactants needed to synthesize it. The reactants are: Cl.[O:2]([C:9]1[N:13]=[C:12]([C@H:14]2[CH2:19][CH2:18][CH2:17][NH:16][CH2:15]2)[O:11][N:10]=1)[C:3]1[CH:8]=[CH:7][CH:6]=[CH:5][CH:4]=1.[F:20][C:21]1[CH:22]=[N:23][CH:24]=[CH:25][C:26]=1[C:27](O)=[O:28].C1C=NC2N(O)N=NC=2C=1.CCN=C=NCCCN(C)C.Cl.C(N(CC)CC)C. (2) Given the product [Cl:8][C:7]1[C:2]2[N:3]([CH:10]=[C:11]([C:13]3[CH:18]=[CH:17][C:16]([F:19])=[CH:15][CH:14]=3)[N:1]=2)[CH:4]=[CH:5][CH:6]=1, predict the reactants needed to synthesize it. The reactants are: [NH2:1][C:2]1[C:7]([Cl:8])=[CH:6][CH:5]=[CH:4][N:3]=1.Br[CH2:10][C:11]([C:13]1[CH:18]=[CH:17][C:16]([F:19])=[CH:15][CH:14]=1)=O.C(=O)(O)[O-].[Na+]. (3) Given the product [Br:16][C:15]1[C:14]2[CH:17]=[C:18]([OH:22])[CH:19]=[C:20]([CH3:21])[C:13]=2[O:12][C:11]=1[C:8]1[CH:9]=[CH:10][C:5]([OH:4])=[CH:6][CH:7]=1, predict the reactants needed to synthesize it. The reactants are: C([O:4][C:5]1[CH:10]=[CH:9][C:8]([C:11]2[O:12][C:13]3[C:20]([CH3:21])=[CH:19][C:18]([O:22]C(=O)C)=[CH:17][C:14]=3[C:15]=2[Br:16])=[CH:7][CH:6]=1)(=O)C.[OH-].[K+]. (4) Given the product [Cl:26][C:25]1[N:11]2[CH:12]=[C:13]([C:20]3[O:21][CH:22]=[CH:23][CH:24]=3)[CH:14]=[C:15]([C:16]([F:18])([F:19])[F:17])[C:10]2=[N:9][C:8]=1[NH:7][C:6]([NH:36][C:30]1[CH:35]=[CH:34][CH:33]=[CH:32][CH:31]=1)=[O:5], predict the reactants needed to synthesize it. The reactants are: C([O:5][C:6](=O)[NH:7][C:8]1[N:9]=[C:10]2[C:15]([C:16]([F:19])([F:18])[F:17])=[CH:14][C:13]([C:20]3[O:21][CH:22]=[CH:23][CH:24]=3)=[CH:12][N:11]2[C:25]=1[Cl:26])(C)(C)C.[H-].[Na+].[C:30]1([N:36]=C=O)[CH:35]=[CH:34][CH:33]=[CH:32][CH:31]=1. (5) The reactants are: C(=O)(O)[O-].[Na+].Br[CH2:7][C:8]([OH:10])=[O:9].[C:11]([NH:18][CH2:19][CH2:20][SH:21])([O:13][C:14]([CH3:17])([CH3:16])[CH3:15])=[O:12]. Given the product [C:14]([O:13][C:11]([NH:18][CH2:19][CH2:20][S:21][CH2:7][C:8]([OH:10])=[O:9])=[O:12])([CH3:17])([CH3:16])[CH3:15], predict the reactants needed to synthesize it. (6) The reactants are: [O:1]1[CH2:6][CH2:5][N:4]([C:7]2[N:12]=[C:11]([C:13]3[CH:18]=[CH:17][C:16]([N+:19]([O-])=O)=[CH:15][CH:14]=3)[N:10]=[C:9]3[N:22]([CH:25]4[CH2:30][CH2:29][N:28]([C:31]([O:33][CH2:34][CH3:35])=[O:32])[CH2:27][CH2:26]4)[N:23]=[CH:24][C:8]=23)[CH2:3][CH2:2]1.C(Cl)Cl. Given the product [NH2:19][C:16]1[CH:15]=[CH:14][C:13]([C:11]2[N:10]=[C:9]3[N:22]([CH:25]4[CH2:26][CH2:27][N:28]([C:31]([O:33][CH2:34][CH3:35])=[O:32])[CH2:29][CH2:30]4)[N:23]=[CH:24][C:8]3=[C:7]([N:4]3[CH2:3][CH2:2][O:1][CH2:6][CH2:5]3)[N:12]=2)=[CH:18][CH:17]=1, predict the reactants needed to synthesize it. (7) The reactants are: [Cl:1][C:2]1[N:7]=[CH:6][C:5]([S:8]([N:11]2[CH2:16][CH2:15][NH:14][CH:13]([C:17]#[C:18][CH3:19])[CH2:12]2)(=[O:10])=[O:9])=[CH:4][CH:3]=1.C(N(C(C)C)CC)(C)C.Cl[C:30]1[N:35]=[CH:34][C:33]([C:36]([OH:42])([CH3:41])[C:37]([F:40])([F:39])[F:38])=[CH:32][N:31]=1. Given the product [Cl:1][C:2]1[N:7]=[CH:6][C:5]([S:8]([N:11]2[CH2:16][CH2:15][N:14]([C:30]3[N:31]=[CH:32][C:33]([C:36]([OH:42])([CH3:41])[C:37]([F:38])([F:39])[F:40])=[CH:34][N:35]=3)[CH:13]([C:17]#[C:18][CH3:19])[CH2:12]2)(=[O:10])=[O:9])=[CH:4][CH:3]=1, predict the reactants needed to synthesize it.